Dataset: Full USPTO retrosynthesis dataset with 1.9M reactions from patents (1976-2016). Task: Predict the reactants needed to synthesize the given product. (1) Given the product [CH2:1]([N:8]1[CH2:13][CH2:12][O:11][CH:10]([CH2:14][N:15]2[CH2:16][CH2:17][NH:18][CH2:19][CH2:20]2)[CH2:9]1)[C:2]1[CH:7]=[CH:6][CH:5]=[CH:4][CH:3]=1, predict the reactants needed to synthesize it. The reactants are: [CH2:1]([N:8]1[CH2:13][CH2:12][O:11][CH:10]([CH2:14][N:15]2[CH2:20][CH2:19][N:18](C(OC(C)(C)C)=O)[CH2:17][CH2:16]2)[CH2:9]1)[C:2]1[CH:7]=[CH:6][CH:5]=[CH:4][CH:3]=1.FC(F)(F)C(O)=O. (2) Given the product [F:1][C:2]1[C:7]2=[N:8][O:9][C:10]([CH3:11])=[C:6]2[CH:5]=[C:4]([C:12]([O:14][CH3:15])=[O:13])[C:3]=1[NH:16][C:17]1[CH:22]=[CH:21][C:20]([I:24])=[CH:19][C:18]=1[F:23], predict the reactants needed to synthesize it. The reactants are: [F:1][C:2]1[C:7]2=[N:8][O:9][C:10]([CH3:11])=[C:6]2[CH:5]=[C:4]([C:12]([O:14][CH3:15])=[O:13])[C:3]=1[NH:16][C:17]1[CH:22]=[CH:21][CH:20]=[CH:19][C:18]=1[F:23].[I:24]N1C(=O)CCC1=O.C(O)(C(F)(F)F)=O. (3) Given the product [Br:11][C:3]1[C:4]2[C:5](=[CH:6][N:7]=[CH:8][CH:9]=2)[S:10][C:2]=1[C:16]#[C:15][C:13]([CH3:14])([OH:17])[CH3:12], predict the reactants needed to synthesize it. The reactants are: Br[C:2]1[S:10][C:5]2=[CH:6][N:7]=[CH:8][CH:9]=[C:4]2[C:3]=1[Br:11].[CH3:12][C:13]([OH:17])([C:15]#[CH:16])[CH3:14].CCN(C(C)C)C(C)C. (4) Given the product [Cl:1][C:2]1[C:11]2[C:6](=[CH:7][CH:8]=[CH:9][CH:10]=2)[C:5]2=[N:12][C:15]([C:16]([F:19])([F:18])[F:17])=[CH:14][N:4]2[N:3]=1, predict the reactants needed to synthesize it. The reactants are: [Cl:1][C:2]1[C:11]2[C:6](=[CH:7][CH:8]=[CH:9][CH:10]=2)[C:5]([NH2:12])=[N:4][N:3]=1.Br[CH2:14][C:15](=O)[C:16]([F:19])([F:18])[F:17]. (5) Given the product [F:1][C:2]1[C:7]([CH:8]=[O:9])=[C:6]([CH3:10])[C:5]([N+:11]([O-:13])=[O:12])=[CH:4][CH:3]=1, predict the reactants needed to synthesize it. The reactants are: [F:1][C:2]1[C:7]([CH2:8][OH:9])=[C:6]([CH3:10])[C:5]([N+:11]([O-:13])=[O:12])=[CH:4][CH:3]=1.[Cr](Cl)([O-])(=O)=O.[NH+]1C=CC=CC=1.O. (6) Given the product [OH:50][CH:43]1[CH2:42][C:41]2[C:46](=[CH:47][CH:48]=[C:39]([C:2]3[CH:7]=[CH:6][C:5]([S:8]([C:11]([F:14])([F:13])[F:12])(=[O:10])=[O:9])=[CH:4][CH:3]=3)[CH:40]=2)[NH:45][C:44]1=[O:49], predict the reactants needed to synthesize it. The reactants are: Br[C:2]1[CH:7]=[CH:6][C:5]([S:8]([C:11]([F:14])([F:13])[F:12])(=[O:10])=[O:9])=[CH:4][CH:3]=1.B1(B2OC(C)(C)C(C)(C)O2)OC(C)(C)C(C)(C)O1.C([O-])(=O)C.[K+].Br[C:39]1[CH:40]=[C:41]2[C:46](=[CH:47][CH:48]=1)[NH:45][C:44](=[O:49])[CH:43]([OH:50])[CH2:42]2.C([O-])([O-])=O.[Na+].[Na+]. (7) Given the product [Cl:1][C:2]1[N:7]=[C:6]([C:8]([NH2:10])=[O:9])[CH:5]=[C:4]([N:13]2[CH2:18][CH2:17][O:16][CH2:15][CH:14]2[CH2:19][OH:20])[N:3]=1, predict the reactants needed to synthesize it. The reactants are: [Cl:1][C:2]1[N:7]=[C:6]([C:8]([NH2:10])=[O:9])[CH:5]=[C:4](Cl)[N:3]=1.Cl.[NH:13]1[CH2:18][CH2:17][O:16][CH2:15][CH:14]1[CH2:19][OH:20].CCN(C(C)C)C(C)C. (8) Given the product [CH:15]1([N:8]([CH2:9][CH2:10][C:11]([F:12])([F:13])[F:14])[C:7]2[CH:6]=[CH:5][C:4]([C@@H:21]3[CH2:23][C@@H:22]3[C:24]([O:26][CH2:27][CH3:28])=[O:25])=[CH:3][C:2]=2[NH:1][C:29]([NH:42][C:43]2[CH:48]=[CH:47][C:46]([CH3:49])=[CH:45][CH:44]=2)=[O:30])[CH2:20][CH2:19][CH2:18][CH2:17][CH2:16]1, predict the reactants needed to synthesize it. The reactants are: [NH2:1][C:2]1[CH:3]=[C:4]([C@@H:21]2[CH2:23][C@@H:22]2[C:24]([O:26][CH2:27][CH3:28])=[O:25])[CH:5]=[CH:6][C:7]=1[N:8]([CH:15]1[CH2:20][CH2:19][CH2:18][CH2:17][CH2:16]1)[CH2:9][CH2:10][C:11]([F:14])([F:13])[F:12].[C:29](Cl)(=O)[O:30]C1C=CC([N+]([O-])=O)=CC=1.[NH2:42][C:43]1[CH:48]=[CH:47][C:46]([CH3:49])=[CH:45][CH:44]=1.C(N(CC)CC)C. (9) Given the product [CH2:9]([O:8][P:7]([CH2:6][CH2:16][C:17]([CH3:34])=[CH:18][CH2:19][C:20]1[C:28]([OH:29])=[C:27]2[C:23](=[C:22]([CH3:31])[C:21]=1[O:32][CH3:33])[CH2:24][O:25][C:26]2=[O:30])(=[O:14])[O:11][CH2:12][CH3:13])[CH3:10], predict the reactants needed to synthesize it. The reactants are: C([Li])CCC.[CH3:6][P:7](=[O:14])([O:11][CH2:12][CH3:13])[O:8][CH2:9][CH3:10].Br[CH2:16][C:17]([CH3:34])=[CH:18][CH2:19][C:20]1[C:28]([OH:29])=[C:27]2[C:23]([CH2:24][O:25][C:26]2=[O:30])=[C:22]([CH3:31])[C:21]=1[O:32][CH3:33].[Cl-].[NH4+].Cl. (10) Given the product [CH3:18][C:19]1([C:25]([NH:10][C@@H:9]2[CH2:8][NH:7][C:6]2=[O:5])=[O:26])[CH2:24][CH2:23][CH2:22][CH2:21][CH2:20]1, predict the reactants needed to synthesize it. The reactants are: C([O-])(=O)C.[O:5]=[C:6]1[C@H:9]([NH3+:10])[CH2:8][NH:7]1.CCN(CC)CC.[CH3:18][C:19]1([C:25](Cl)=[O:26])[CH2:24][CH2:23][CH2:22][CH2:21][CH2:20]1.